Dataset: Forward reaction prediction with 1.9M reactions from USPTO patents (1976-2016). Task: Predict the product of the given reaction. (1) Given the reactants [CH2:1]([O:3][CH2:4][C:5]([NH:7][C@H:8]1[CH2:13][CH2:12][C@H:11]([OH:14])[CH2:10][CH2:9]1)=[O:6])[CH3:2].[H-].[Na+].[NH2:17][C:18]1[CH:25]=[CH:24][CH:23]=[C:22](F)[C:19]=1[C:20]#[N:21], predict the reaction product. The product is: [NH2:17][C:18]1[C:19]([C:20]#[N:21])=[C:22]([CH:23]=[CH:24][CH:25]=1)[O:14][C@H:11]1[CH2:10][CH2:9][C@H:8]([NH:7][C:5](=[O:6])[CH2:4][O:3][CH2:1][CH3:2])[CH2:13][CH2:12]1. (2) Given the reactants [F:1][C:2]([F:20])([F:19])[CH2:3][O:4][CH2:5][CH2:6][O:7][CH2:8][CH2:9][O:10][C:11]1[CH:16]=[CH:15][NH:14][C:13](=[S:17])[C:12]=1[CH3:18].[Cl:21][CH2:22][C:23]1[NH:24][C:25]2[CH:31]=[CH:30][CH:29]=[CH:28][C:26]=2[N:27]=1.[OH-].[Na+], predict the reaction product. The product is: [ClH:21].[F:20][C:2]([F:19])([F:1])[CH2:3][O:4][CH2:5][CH2:6][O:7][CH2:8][CH2:9][O:10][C:11]1[CH:16]=[CH:15][N:14]=[C:13]([S:17][CH2:22][C:23]2[NH:27][C:26]3[CH:28]=[CH:29][CH:30]=[CH:31][C:25]=3[N:24]=2)[C:12]=1[CH3:18]. (3) Given the reactants [Cl-].[Al+3].[Cl-].[Cl-].[NH:5]1[C:13]2[C:8](=[CH:9][CH:10]=[CH:11][CH:12]=2)[CH2:7][C:6]1=[O:14].[C:15](Cl)(=[O:19])[CH2:16][CH2:17][CH3:18], predict the reaction product. The product is: [C:15]([C:10]1[CH:9]=[C:8]2[C:13](=[CH:12][CH:11]=1)[NH:5][C:6](=[O:14])[CH2:7]2)(=[O:19])[CH2:16][CH2:17][CH3:18]. (4) The product is: [CH:18]1([N:15]2[CH2:16][CH2:17][C@@H:13]([N:2]([CH3:1])[C:3](=[O:12])[O:4][CH2:5][C:6]3[CH:11]=[CH:10][CH:9]=[CH:8][CH:7]=3)[CH2:14]2)[CH2:21][CH2:20][CH2:19]1. Given the reactants [CH3:1][N:2]([C@@H:13]1[CH2:17][CH2:16][NH:15][CH2:14]1)[C:3](=[O:12])[O:4][CH2:5][C:6]1[CH:11]=[CH:10][CH:9]=[CH:8][CH:7]=1.[C:18]1(=O)[CH2:21][CH2:20][CH2:19]1, predict the reaction product.